This data is from Forward reaction prediction with 1.9M reactions from USPTO patents (1976-2016). The task is: Predict the product of the given reaction. Given the reactants [CH3:1][CH:2]([OH:7])[CH:3]([OH:6])[CH2:4][CH3:5].C(N(CC)CC)C.[CH3:15][S:16](Cl)(=[O:18])=[O:17], predict the reaction product. The product is: [CH3:15][S:16]([O:7][CH:2]([CH:3]([O:6][S:16]([CH3:15])(=[O:18])=[O:17])[CH2:4][CH3:5])[CH3:1])(=[O:18])=[O:17].